The task is: Predict the reactants needed to synthesize the given product.. This data is from Full USPTO retrosynthesis dataset with 1.9M reactions from patents (1976-2016). (1) Given the product [Br:1][C:2]1[CH:3]=[C:4]([C@:8]([NH:17][S@@:18]([C:20]([CH3:23])([CH3:22])[CH3:21])=[O:19])([CH3:16])[CH2:9][C:10](=[O:11])[CH3:24])[CH:5]=[CH:6][CH:7]=1, predict the reactants needed to synthesize it. The reactants are: [Br:1][C:2]1[CH:3]=[C:4]([C@@:8]([NH:17][S@:18]([C:20]([CH3:23])([CH3:22])[CH3:21])=[O:19])([CH3:16])[CH2:9][C:10](N(OC)C)=[O:11])[CH:5]=[CH:6][CH:7]=1.[CH3:24][Mg]Br. (2) Given the product [Br:11][C:12]1[N:17]2[CH:16]=[CH:15][N:14]=[C:4]2[C:5]([Br:6])=[N:19][CH:13]=1, predict the reactants needed to synthesize it. The reactants are: C(O[CH:4](OCC)[CH2:5][Br:6])C.Br.[Br:11][C:12]1[C:13]([NH2:19])=[N:14][C:15](Br)=[CH:16][N:17]=1.